This data is from HIV replication inhibition screening data with 41,000+ compounds from the AIDS Antiviral Screen. The task is: Binary Classification. Given a drug SMILES string, predict its activity (active/inactive) in a high-throughput screening assay against a specified biological target. (1) The molecule is COC(=O)C1C2CC3C1C3C2C(=O)OC. The result is 0 (inactive). (2) The molecule is O=C(Cc1ccccc1)NN1C(=O)C(Cl)C1c1ccc([N+](=O)[O-])cc1. The result is 0 (inactive). (3) The drug is C=C(CCC=CCO)[Si](C)(C)C. The result is 0 (inactive). (4) The compound is CC(=O)C1(O)Cc2c(O)c3c(c(O)c2C(OC2CC(N)C(O)C(C)O2)C1)C(=O)c1ccccc1C3=O. The result is 0 (inactive). (5) The molecule is COc1ccc(-c2c(C#N)c(NC(=S)NC(=O)c3ccccc3)nc3c2CCCC3)cc1OC. The result is 0 (inactive).